From a dataset of Catalyst prediction with 721,799 reactions and 888 catalyst types from USPTO. Predict which catalyst facilitates the given reaction. (1) Reactant: [CH2:1]([N:8]([CH2:14][CH2:15][CH2:16][O:17][C:18]1[CH:23]=[CH:22][C:21]([CH2:24][C:25]2[C:26]([O:33][C@@H:34]3[O:60][C@H:59]([CH2:61][O:62]C(=O)C(C)(C)C)[C@@H:51]([O:52]C(=O)C(C)(C)C)[C@H:43]([O:44]C(=O)C(C)(C)C)[C@H:35]3[O:36]C(=O)C(C)(C)C)=[N:27][NH:28][C:29]=2[CH:30]([CH3:32])[CH3:31])=[C:20]([CH3:69])[CH:19]=1)[CH2:9][CH2:10][C:11](=[O:13])[NH2:12])[C:2]1[CH:7]=[CH:6][CH:5]=[CH:4][CH:3]=1.C[O-].[Na+]. Product: [CH2:1]([N:8]([CH2:14][CH2:15][CH2:16][O:17][C:18]1[CH:23]=[CH:22][C:21]([CH2:24][C:25]2[C:26]([O:33][C@@H:34]3[O:60][C@H:59]([CH2:61][OH:62])[C@@H:51]([OH:52])[C@H:43]([OH:44])[C@H:35]3[OH:36])=[N:27][NH:28][C:29]=2[CH:30]([CH3:32])[CH3:31])=[C:20]([CH3:69])[CH:19]=1)[CH2:9][CH2:10][C:11](=[O:13])[NH2:12])[C:2]1[CH:7]=[CH:6][CH:5]=[CH:4][CH:3]=1. The catalyst class is: 5. (2) Reactant: [OH:1][C:2]1[CH:11]=[C:10]2[C:5]([CH:6]=[CH:7][C:8](=[O:12])[O:9]2)=[CH:4][CH:3]=1.C([O-])([O-])=O.[Cs+].[Cs+].[CH2:19](Br)[C:20]1[CH:25]=[CH:24][CH:23]=[CH:22][CH:21]=1. Product: [CH2:19]([O:1][C:2]1[CH:11]=[C:10]2[C:5]([CH:6]=[CH:7][C:8](=[O:12])[O:9]2)=[CH:4][CH:3]=1)[C:20]1[CH:25]=[CH:24][CH:23]=[CH:22][CH:21]=1. The catalyst class is: 23. (3) Reactant: NN[C:3](=[N:14][C:15]1[CH:20]=[CH:19][CH:18]=CC=1Cl)[C:4]1C=CC(S(C)(=O)=O)=CC=1.[O:22]=S(Cl)Cl.[Cl:26][C:27]1[CH:32]=[CH:31][CH:30]=[CH:29][C:28]=1[NH2:33].C(N(CC)CC)C.Cl. Product: [Cl:26][C:27]1[CH:32]=[CH:31][CH:30]=[CH:29][C:28]=1[NH:33][C:18](=[O:22])[C:19]1[CH:4]=[CH:3][N:14]=[CH:15][CH:20]=1. The catalyst class is: 124.